Dataset: Catalyst prediction with 721,799 reactions and 888 catalyst types from USPTO. Task: Predict which catalyst facilitates the given reaction. (1) Reactant: [C:1]([C:3]1[N:8]=[C:7]([C:9]2[S:13][C:12]([N:14]3[CH2:19][CH2:18][O:17][CH2:16][CH2:15]3)=[N:11][C:10]=2[C:20]2[C:21]([F:38])=[C:22]([NH:26][S:27]([C:30]3[CH:35]=[C:34]([F:36])[CH:33]=[CH:32][C:31]=3[F:37])(=[O:29])=[O:28])[CH:23]=[CH:24][CH:25]=2)[CH:6]=[CH:5][N:4]=1)#[N:2]. Product: [NH2:2][CH2:1][C:3]1[N:8]=[C:7]([C:9]2[S:13][C:12]([N:14]3[CH2:19][CH2:18][O:17][CH2:16][CH2:15]3)=[N:11][C:10]=2[C:20]2[C:21]([F:38])=[C:22]([NH:26][S:27]([C:30]3[CH:35]=[C:34]([F:36])[CH:33]=[CH:32][C:31]=3[F:37])(=[O:28])=[O:29])[CH:23]=[CH:24][CH:25]=2)[CH:6]=[CH:5][N:4]=1. The catalyst class is: 4. (2) Reactant: [NH2:1][C:2]1[N:7]=[C:6](Cl)[C:5]([CH2:9][CH:10]=O)=[C:4]([Cl:12])[N:3]=1.[C:13]([NH2:17])([CH3:16])([CH3:15])[CH3:14].C(N(CC)CC)C. Product: [C:13]([N:17]1[C:6]2[N:7]=[C:2]([NH2:1])[N:3]=[C:4]([Cl:12])[C:5]=2[CH:9]=[CH:10]1)([CH3:16])([CH3:15])[CH3:14]. The catalyst class is: 51. (3) Reactant: [Br:1][C:2]1[CH:7]=[CH:6][C:5]([C:8]2[CH:9]=[N:10][NH:11][CH:12]=2)=[CH:4][CH:3]=1.C([O-])([O-])=O.[K+].[K+].[CH3:19][C:20]1([CH3:23])[CH2:22][O:21]1. Product: [Br:1][C:2]1[CH:3]=[CH:4][C:5]([C:8]2[CH:12]=[N:11][N:10]([CH2:19][C:20]([CH3:23])([OH:21])[CH3:22])[CH:9]=2)=[CH:6][CH:7]=1. The catalyst class is: 18. (4) The catalyst class is: 3. Product: [C:1]([C:9]1[CH:41]=[CH:40][C:12]2[N:13]([CH2:17][CH2:18][O:19][C:20]3[CH:25]=[CH:24][C:23]([CH2:26][CH:27]([N:32]([C:33]([O:35][C:36]([CH3:37])([CH3:38])[CH3:39])=[O:34])[CH3:42])[C:28]([O:30][CH3:31])=[O:29])=[CH:22][CH:21]=3)[C:14](=[O:16])[S:15][C:11]=2[CH:10]=1)(=[O:8])[C:2]1[CH:3]=[CH:4][CH:5]=[CH:6][CH:7]=1. Reactant: [C:1]([C:9]1[CH:41]=[CH:40][C:12]2[N:13]([CH2:17][CH2:18][O:19][C:20]3[CH:25]=[CH:24][C:23]([CH2:26][CH:27]([NH:32][C:33]([O:35][C:36]([CH3:39])([CH3:38])[CH3:37])=[O:34])[C:28]([O:30][CH3:31])=[O:29])=[CH:22][CH:21]=3)[C:14](=[O:16])[S:15][C:11]=2[CH:10]=1)(=[O:8])[C:2]1[CH:7]=[CH:6][CH:5]=[CH:4][CH:3]=1.[CH3:42]I.[H-].[Na+].Cl. (5) Reactant: [CH3:1][C:2]1[N:3]=[N:4][N:5]([CH2:7][C:8]2[CH:13]=[C:12]([C:14]([F:17])([F:16])[F:15])[CH:11]=[CH:10][C:9]=2/[CH:18]=[CH:19]/[C:20](O)=[O:21])[N:6]=1.[CH:23]1([C:26]2[O:27][C:28]([CH:31]3[CH2:36][CH2:35][NH:34][CH2:33][CH2:32]3)=[N:29][N:30]=2)[CH2:25][CH2:24]1.C(N(CC)CC)C.C(P1(=O)OP(CCC)(=O)OP(CCC)(=O)O1)CC. Product: [CH:23]1([C:26]2[O:27][C:28]([CH:31]3[CH2:36][CH2:35][N:34]([C:20](=[O:21])/[CH:19]=[CH:18]/[C:9]4[CH:10]=[CH:11][C:12]([C:14]([F:16])([F:15])[F:17])=[CH:13][C:8]=4[CH2:7][N:5]4[N:4]=[N:3][C:2]([CH3:1])=[N:6]4)[CH2:33][CH2:32]3)=[N:29][N:30]=2)[CH2:24][CH2:25]1. The catalyst class is: 59. (6) Reactant: [CH3:1][O:2][C:3]([C:5]1[CH:6]=[N:7][C:8]([O:12][CH:13]2[CH2:17][CH2:16][CH2:15][CH2:14]2)=[C:9](Br)[CH:10]=1)=[O:4].[Cl:18][C:19]1[CH:24]=[CH:23][C:22]([C:25]([F:28])([F:27])[F:26])=[CH:21][C:20]=1B(O)O.C1(P(C2C=CC=CC=2)C2C=CC=CC=2)C=CC=CC=1.C(N(CC)CC)C. Product: [CH3:1][O:2][C:3]([C:5]1[CH:6]=[N:7][C:8]([O:12][CH:13]2[CH2:17][CH2:16][CH2:15][CH2:14]2)=[C:9]([C:20]2[CH:21]=[C:22]([C:25]([F:27])([F:28])[F:26])[CH:23]=[CH:24][C:19]=2[Cl:18])[CH:10]=1)=[O:4]. The catalyst class is: 274.